Dataset: CYP3A4 inhibition data for predicting drug metabolism from PubChem BioAssay. Task: Regression/Classification. Given a drug SMILES string, predict its absorption, distribution, metabolism, or excretion properties. Task type varies by dataset: regression for continuous measurements (e.g., permeability, clearance, half-life) or binary classification for categorical outcomes (e.g., BBB penetration, CYP inhibition). Dataset: cyp3a4_veith. (1) The drug is COc1cc(C(=O)Oc2ccccc2/C=N/NC(=O)c2ccc(C)cc2)cc(OC)c1OC. The result is 0 (non-inhibitor). (2) The molecule is O=C(O)[C@@H](Br)[C@H](Br)C(=O)O. The result is 0 (non-inhibitor). (3) The compound is O=C(N/N=C/c1c(Nc2cccc(C(F)(F)F)c2)nc2ccccn2c1=O)c1ccccc1. The result is 0 (non-inhibitor). (4) The drug is COCCn1c(=O)c(C)nc2cnc(Nc3cccc(OC)c3)nc21. The result is 1 (inhibitor). (5) The drug is COc1ccc(CNC(=O)[C@H](C)[C@H]2C[C@]2(C)[C@H](NC(=O)OCc2ccccc2)c2ccccc2)cc1OC. The result is 1 (inhibitor). (6) The compound is CC(C)[C@@]1(NC(=O)[C@@H]2C[C@H]3c4cccc5[nH]cc(c45)C[C@@H]3N(C)C2)O[C@]2(O)[C@H]3CCCN3C(=O)[C@H](Cc3ccccc3)N2C1=O.CS(=O)(=O)O. The result is 1 (inhibitor). (7) The molecule is C=CCNC(=O)c1ccc(Cn2c(=S)[nH]c3cc4c(cc3c2=O)OCO4)cc1. The result is 1 (inhibitor).